Task: Predict the product of the given reaction.. Dataset: Forward reaction prediction with 1.9M reactions from USPTO patents (1976-2016) (1) Given the reactants [NH2:1][C:2]1[CH:6]=[CH:5][S:4][C:3]=1[C:7]([O:9][CH3:10])=[O:8].N1C=CC=CC=1.[Br:17][C:18]1[CH:23]=[C:22]([C:24]([F:27])([F:26])[F:25])[CH:21]=[CH:20][C:19]=1[S:28](Cl)(=[O:30])=[O:29], predict the reaction product. The product is: [Br:17][C:18]1[CH:23]=[C:22]([C:24]([F:26])([F:25])[F:27])[CH:21]=[CH:20][C:19]=1[S:28]([NH:1][C:2]1[CH:6]=[CH:5][S:4][C:3]=1[C:7]([O:9][CH3:10])=[O:8])(=[O:30])=[O:29]. (2) Given the reactants [Cl:1][C:2]1[CH:7]=[CH:6][C:5]([Cl:8])=[CH:4][C:3]=1[NH:9][NH2:10].[OH:11][C:12]1[CH:19]=[C:18]([OH:20])[CH:17]=[CH:16][C:13]=1[CH:14]=O, predict the reaction product. The product is: [Cl:1][C:2]1[CH:7]=[CH:6][C:5]([Cl:8])=[CH:4][C:3]=1[NH:9][N:10]=[CH:14][C:13]1[CH:16]=[CH:17][C:18]([OH:20])=[CH:19][C:12]=1[OH:11]. (3) The product is: [CH2:1]([O:8][C:9]1[CH:10]=[CH:11][C:12]([C:15]2[N:19]([CH:20]3[CH2:21][CH2:22][CH2:23][CH2:24][CH2:25]3)[C:18]3[CH:26]=[CH:27][C:28]([C:30]4[NH:38][N:37]=[N:36][N:31]=4)=[CH:29][C:17]=3[N:16]=2)=[CH:13][CH:14]=1)[C:2]1[CH:7]=[CH:6][CH:5]=[CH:4][CH:3]=1. Given the reactants [CH2:1]([O:8][C:9]1[CH:14]=[CH:13][C:12]([C:15]2[N:19]([CH:20]3[CH2:25][CH2:24][CH2:23][CH2:22][CH2:21]3)[C:18]3[CH:26]=[CH:27][C:28]([C:30]#[N:31])=[CH:29][C:17]=3[N:16]=2)=[CH:11][CH:10]=1)[C:2]1[CH:7]=[CH:6][CH:5]=[CH:4][CH:3]=1.C[Sn]([N:36]=[N+:37]=[N-:38])(C)C, predict the reaction product. (4) Given the reactants [NH2:1][C:2]1[C:3]([O:16]C)=[C:4]([C:8]2[CH:9]=[C:10]([C:13]([OH:15])=[O:14])[O:11][CH:12]=2)[CH:5]=[CH:6][CH:7]=1.B(Br)(Br)[Br:19].CO, predict the reaction product. The product is: [BrH:19].[NH2:1][C:2]1[C:3]([OH:16])=[C:4]([C:8]2[CH:9]=[C:10]([C:13]([OH:15])=[O:14])[O:11][CH:12]=2)[CH:5]=[CH:6][CH:7]=1. (5) Given the reactants [C:1](Cl)(=[O:5])[C:2](Cl)=O.[CH2:7]([O:11][CH:12]([O:14][NH:15][C:16]([C:18]1[CH:19]=[N:20][C:21]([N:24]2[CH2:29][CH:28]3[CH:26]([CH:27]3[NH:30][CH2:31][C:32]3[CH:41]=[CH:40][C:39]4[C:34](=[CH:35][CH:36]=[CH:37][CH:38]=4)[CH:33]=3)[CH2:25]2)=[N:22][CH:23]=1)=[O:17])[CH3:13])[CH:8]([CH3:10])[CH3:9].[CH2:42]([N:44]([CH2:47]C)[CH2:45][CH3:46])[CH3:43], predict the reaction product. The product is: [CH2:7]([O:11][CH:12]([O:14][NH:15][C:16]([C:18]1[CH:19]=[N:20][C:21]([N:24]2[CH2:25][CH:26]3[CH:28]([CH:27]3[N:30]([C:1](=[O:5])[CH2:2][CH2:47][N:44]([CH2:45][CH3:46])[CH2:42][CH3:43])[CH2:31][C:32]3[CH:41]=[CH:40][C:39]4[C:34](=[CH:35][CH:36]=[CH:37][CH:38]=4)[CH:33]=3)[CH2:29]2)=[N:22][CH:23]=1)=[O:17])[CH3:13])[CH:8]([CH3:10])[CH3:9]. (6) Given the reactants CN(C(ON1N=NC2C=CC=CC1=2)=[N+](C)C)C.[B-](F)(F)(F)F.[CH3:23][C@@H:24]1[CH2:29][N:28]([C:30]2[O:31][C:32]3[C:37]([C:38](=[O:40])[CH:39]=2)=[CH:36][C:35]([C:41]([OH:43])=O)=[CH:34][C:33]=3[CH:44]2[CH2:48][CH2:47][CH2:46][N:45]2[C:49]2[CH:54]=[CH:53][CH:52]=[CH:51][CH:50]=2)[CH2:27][CH2:26][O:25]1.CCN(C(C)C)C(C)C.[NH:64]1[CH2:69][CH2:68][O:67][CH2:66][CH2:65]1, predict the reaction product. The product is: [CH3:23][C@@H:24]1[CH2:29][N:28]([C:30]2[O:31][C:32]3[C:37]([C:38](=[O:40])[CH:39]=2)=[CH:36][C:35]([C:41]([N:64]2[CH2:69][CH2:68][O:67][CH2:66][CH2:65]2)=[O:43])=[CH:34][C:33]=3[CH:44]2[CH2:48][CH2:47][CH2:46][N:45]2[C:49]2[CH:50]=[CH:51][CH:52]=[CH:53][CH:54]=2)[CH2:27][CH2:26][O:25]1. (7) Given the reactants [Cl:1][C:2]1[CH:10]=[CH:9][C:5]([C:6]([OH:8])=O)=[CH:4][N:3]=1.Cl.C(N=C=NCCCN(C)C)C.OC1C2N=NNC=2C=CC=1.C(N(CC)CC)C.[F:40][C:41]([F:51])([F:50])[C:42]1[CH:47]=[CH:46][C:45]([NH2:48])=[C:44]([NH2:49])[CH:43]=1, predict the reaction product. The product is: [NH2:49][C:44]1[CH:43]=[C:42]([C:41]([F:40])([F:50])[F:51])[CH:47]=[CH:46][C:45]=1[NH:48][C:6](=[O:8])[C:5]1[CH:9]=[CH:10][C:2]([Cl:1])=[N:3][CH:4]=1. (8) Given the reactants [Cl:1][C:2]1[C:7]([NH:8][C:9]2[N:14]=[C:13]([N:15](CC)[CH2:16][C:17]3C=CC(OC)=CC=3)[C:12]3=[N:27][CH:28]=[C:29]([C:30]#[N:31])[N:11]3[N:10]=2)=[CH:6][C:5]([C:32]#[N:33])=[CH:4][C:3]=1[NH:34][C@@H:35]1[CH2:40][CH2:39][N:38]([C:41]([O:43][CH3:44])=[O:42])[CH2:37][C@H:36]1[OH:45].C1(OC)C=CC=CC=1.C(O)(C(F)(F)F)=O, predict the reaction product. The product is: [Cl:1][C:2]1[C:7]([NH:8][C:9]2[N:14]=[C:13]([NH:15][CH2:16][CH3:17])[C:12]3=[N:27][CH:28]=[C:29]([C:30]#[N:31])[N:11]3[N:10]=2)=[CH:6][C:5]([C:32]#[N:33])=[CH:4][C:3]=1[NH:34][C@@H:35]1[CH2:40][CH2:39][N:38]([C:41]([O:43][CH3:44])=[O:42])[CH2:37][C@H:36]1[OH:45].